Predict the reactants needed to synthesize the given product. From a dataset of Full USPTO retrosynthesis dataset with 1.9M reactions from patents (1976-2016). (1) The reactants are: Br[C:2]1[CH:3]=[CH:4][C:5]2[O:11][CH2:10][CH2:9][N:8]3[CH:12]=[C:13]([C:15]4[N:19]([CH:20]([CH3:22])[CH3:21])[N:18]=[CH:17][N:16]=4)[N:14]=[C:7]3[C:6]=2[CH:23]=1.[F:24][C:25]1[C:30](B(O)O)=[CH:29][CH:28]=[CH:27][N:26]=1.C([O-])(=O)C.[K+].CN(C=O)C. Given the product [F:24][C:25]1[C:30]([C:2]2[CH:3]=[CH:4][C:5]3[O:11][CH2:10][CH2:9][N:8]4[CH:12]=[C:13]([C:15]5[N:19]([CH:20]([CH3:22])[CH3:21])[N:18]=[CH:17][N:16]=5)[N:14]=[C:7]4[C:6]=3[CH:23]=2)=[CH:29][CH:28]=[CH:27][N:26]=1, predict the reactants needed to synthesize it. (2) Given the product [Cl:1][C:2]1[CH:3]=[CH:4][C:5]([C:24]#[N:25])=[C:6]([C:8]2[C:13]([O:14][CH3:15])=[CH:12][N:11]([CH:16]([O:20][CH2:21][CH3:22])[C:17]([NH:26][C:27]3[CH:39]=[CH:38][C:30]([C:31]([O:33][C:34]([CH3:35])([CH3:36])[CH3:37])=[O:32])=[CH:29][CH:28]=3)=[O:19])[C:10](=[O:23])[CH:9]=2)[CH:7]=1, predict the reactants needed to synthesize it. The reactants are: [Cl:1][C:2]1[CH:3]=[CH:4][C:5]([C:24]#[N:25])=[C:6]([C:8]2[C:13]([O:14][CH3:15])=[CH:12][N:11]([CH:16]([O:20][CH2:21][CH3:22])[C:17]([OH:19])=O)[C:10](=[O:23])[CH:9]=2)[CH:7]=1.[NH2:26][C:27]1[CH:39]=[CH:38][C:30]([C:31]([O:33][C:34]([CH3:37])([CH3:36])[CH3:35])=[O:32])=[CH:29][CH:28]=1.